This data is from Forward reaction prediction with 1.9M reactions from USPTO patents (1976-2016). The task is: Predict the product of the given reaction. (1) The product is: [C:1]([O:5][C:6]([N:8]1[C:16]2[C:11](=[CH:12][CH:13]=[CH:14][C:15]=2[N:17]2[CH2:18][CH2:19][N:20]([C:23]([O:25][C:26]([CH3:29])([CH3:28])[CH3:27])=[O:24])[CH2:21][CH2:22]2)[CH:10]=[C:9]1[S:41][C:35]1[CH:40]=[CH:39][CH:38]=[CH:37][CH:36]=1)=[O:7])([CH3:4])([CH3:3])[CH3:2]. Given the reactants [C:1]([O:5][C:6]([N:8]1[C:16]2[C:11](=[CH:12][CH:13]=[CH:14][C:15]=2[N:17]2[CH2:22][CH2:21][N:20]([C:23]([O:25][C:26]([CH3:29])([CH3:28])[CH3:27])=[O:24])[CH2:19][CH2:18]2)[CH:10]=[CH:9]1)=[O:7])([CH3:4])([CH3:3])[CH3:2].[Li]C(C)(C)C.[C:35]1([S:41][S:41][C:35]2[CH:40]=[CH:39][CH:38]=[CH:37][CH:36]=2)[CH:40]=[CH:39][CH:38]=[CH:37][CH:36]=1, predict the reaction product. (2) Given the reactants [CH3:1][O:2][C:3](=[O:20])[C:4]1[CH:9]=[C:8]([NH2:10])[C:7]([NH2:11])=[C:6]([F:12])[C:5]=1[NH:13][C:14]1[CH:19]=[CH:18][CH:17]=[CH:16][CH:15]=1.[CH3:21][C:22](=O)CC(=O)C.C([O-])(O)=O.[Na+], predict the reaction product. The product is: [CH3:1][O:2][C:3]([C:4]1[C:5]([NH:13][C:14]2[CH:15]=[CH:16][CH:17]=[CH:18][CH:19]=2)=[C:6]([F:12])[C:7]2[N:11]=[C:21]([CH3:22])[NH:10][C:8]=2[CH:9]=1)=[O:20]. (3) Given the reactants [CH3:1][C:2]1([CH3:14])[C@@H:4]([C:5]2[CH:10]=[CH:9][CH:8]=[CH:7][CH:6]=2)[C@@H:3]1[C:11]([OH:13])=O.[Cl:15][C:16]1[C:17]([O:25][CH3:26])=[CH:18][C:19]([O:23][CH3:24])=[C:20]([CH:22]=1)[NH2:21], predict the reaction product. The product is: [Cl:15][C:16]1[C:17]([O:25][CH3:26])=[CH:18][C:19]([O:23][CH3:24])=[C:20]([NH:21][C:11]([C@H:3]2[C@H:4]([C:5]3[CH:6]=[CH:7][CH:8]=[CH:9][CH:10]=3)[C:2]2([CH3:1])[CH3:14])=[O:13])[CH:22]=1. (4) Given the reactants [O:1]=[C:2]1[C@@H:6]([O:7][C:8](=[O:12])[CH:9]([CH3:11])[CH3:10])[C@H:5]([O:13][C:14](=[O:18])[CH:15]([CH3:17])[CH3:16])[C:4](=O)[O:3]1.[NH2:20][OH:21], predict the reaction product. The product is: [OH:21][N:20]1[C:2](=[O:1])[C@@H:6]([O:7][C:8](=[O:12])[CH:9]([CH3:11])[CH3:10])[C@H:5]([O:13][C:14](=[O:18])[CH:15]([CH3:17])[CH3:16])[C:4]1=[O:3].